From a dataset of M1 muscarinic receptor antagonist screen with 61,756 compounds. Binary Classification. Given a drug SMILES string, predict its activity (active/inactive) in a high-throughput screening assay against a specified biological target. The molecule is Clc1cc(N2CCN(CC2)c2n(CCCc3ccccc3)c3c(n2)n(c(=O)[nH]c3=O)C)ccc1. The result is 0 (inactive).